From a dataset of Retrosynthesis with 50K atom-mapped reactions and 10 reaction types from USPTO. Predict the reactants needed to synthesize the given product. (1) Given the product C#CCN1C(=O)COc2nc(-c3ccc(C4(NC(=O)OC(C)(C)C)CCC4)cc3)c(-c3ccccc3)cc21, predict the reactants needed to synthesize it. The reactants are: C#CCBr.CC(C)(C)OC(=O)NC1(c2ccc(-c3nc4c(cc3-c3ccccc3)NC(=O)CO4)cc2)CCC1. (2) Given the product COCN1C(=O)c2ccc(F)cc2OC1(C)C, predict the reactants needed to synthesize it. The reactants are: CC1(C)NC(=O)c2ccc(F)cc2O1.COCCl. (3) Given the product NNC(=O)c1cc2c3ccccc3n(Cc3cc(Cl)ccc3Cl)c2cn1, predict the reactants needed to synthesize it. The reactants are: COC(=O)c1cc2c3ccccc3n(Cc3cc(Cl)ccc3Cl)c2cn1.NN. (4) Given the product CC(C)(C)OC(=O)n1cc(-c2ccc3c(c2)CNS3(=O)=O)c2ccc(F)cc21, predict the reactants needed to synthesize it. The reactants are: CC(C)(C)OC(=O)n1cc(B2OC(C)(C)C(C)(C)O2)c2ccc(F)cc21.O=S1(=O)NCc2cc(Br)ccc21. (5) Given the product CC(C)(C)OC(=O)N[C@H]1CCCC[C@H]1CO, predict the reactants needed to synthesize it. The reactants are: CC(C)(C)OC(=O)OC(=O)OC(C)(C)C.N[C@H]1CCCC[C@H]1CO.